This data is from Peptide-MHC class II binding affinity with 134,281 pairs from IEDB. The task is: Regression. Given a peptide amino acid sequence and an MHC pseudo amino acid sequence, predict their binding affinity value. This is MHC class II binding data. The peptide sequence is APPRLICDSRVLERY. The MHC is DRB1_0101 with pseudo-sequence DRB1_0101. The binding affinity (normalized) is 0.332.